From a dataset of KCNQ2 potassium channel screen with 302,405 compounds. Binary Classification. Given a drug SMILES string, predict its activity (active/inactive) in a high-throughput screening assay against a specified biological target. (1) The molecule is Clc1c(NC(=O)CSc2n(c3c(n2)cccc3)CCOC)ncc(Cl)c1C. The result is 0 (inactive). (2) The molecule is O=C(N1CCN(CC1)C\C=C\c1ccccc1)C(CCCC)CC. The result is 0 (inactive). (3) The compound is N1(C2CCCC2)CCN(CC1)C(c1n(nnn1)C(C)(C)C)c1ccc(cc1)C. The result is 0 (inactive).